Dataset: Catalyst prediction with 721,799 reactions and 888 catalyst types from USPTO. Task: Predict which catalyst facilitates the given reaction. (1) Reactant: [CH3:1][C:2]1[C:3]([N:8]([CH2:20][O:21][CH2:22][CH2:23][O:24][CH3:25])[S:9]([C:12]2[S:13][C:14]([CH2:17][CH2:18][CH3:19])=[CH:15][CH:16]=2)(=[O:11])=[O:10])=[N:4][O:5][C:6]=1[CH3:7].C([Li])CCC.[B:31](OC(C)C)([O:36]C(C)C)[O:32]C(C)C.[Cl-].[NH4+]. Product: [B:31]([C:16]1[CH:15]=[C:14]([CH2:17][CH2:18][CH3:19])[S:13][C:12]=1[S:9]([N:8]([C:3]1[C:2]([CH3:1])=[C:6]([CH3:7])[O:5][N:4]=1)[CH2:20][O:21][CH2:22][CH2:23][O:24][CH3:25])(=[O:11])=[O:10])([OH:36])[OH:32]. The catalyst class is: 7. (2) Reactant: [CH3:1][N:2]1[C:14]2[CH2:13][CH2:12][CH:11]([CH:15]3[CH2:20][CH2:19][O:18][CH2:17][CH2:16]3)[CH2:10][C:9]=2[C:8]2[C:3]1=[CH:4][CH:5]=[C:6]([C:21](O)=[O:22])[CH:7]=2.CN(C(ON1N=NC2C=CC=NC1=2)=[N+](C)C)C.F[P-](F)(F)(F)(F)F.[Cl-].[CH:49]1([NH:52][C:53]([CH:55]2[CH2:58][NH2+:57][CH2:56]2)=[O:54])[CH2:51][CH2:50]1.C(N(CC)C(C)C)(C)C. Product: [CH:49]1([NH:52][C:53]([CH:55]2[CH2:58][N:57]([C:21]([C:6]3[CH:7]=[C:8]4[C:3](=[CH:4][CH:5]=3)[N:2]([CH3:1])[C:14]3[CH2:13][CH2:12][CH:11]([CH:15]5[CH2:20][CH2:19][O:18][CH2:17][CH2:16]5)[CH2:10][C:9]4=3)=[O:22])[CH2:56]2)=[O:54])[CH2:51][CH2:50]1. The catalyst class is: 3. (3) Reactant: [F:1][C:2]1[CH:3]=[C:4]([CH:6]=[CH:7][C:8]=1[O:9][C:10]1[CH:15]=[CH:14][N:13]=[C:12]2[CH:16]=[C:17]([I:19])[S:18][C:11]=12)[NH2:5].[N:20]1[CH:25]=[CH:24][CH:23]=C[CH:21]=1.ClC(OC1C=CC=CC=1)=[O:28].C1(N)CC1. Product: [CH:25]1([NH:20][C:21]([NH:5][C:4]2[CH:6]=[CH:7][C:8]([O:9][C:10]3[CH:15]=[CH:14][N:13]=[C:12]4[CH:16]=[C:17]([I:19])[S:18][C:11]=34)=[C:2]([F:1])[CH:3]=2)=[O:28])[CH2:23][CH2:24]1. The catalyst class is: 18. (4) The catalyst class is: 9. Reactant: [CH:1]([N:4]1[CH2:9][CH2:8][CH:7]([O:10][C:11]2[CH:19]=[CH:18][C:17]3[N:16]4[CH2:20][CH2:21][NH:22][C:23](=[O:24])[C:15]4=[CH:14][C:13]=3[CH:12]=2)[CH2:6][CH2:5]1)([CH3:3])[CH3:2].[H-].[Na+].Br[CH2:28][CH:29]1[CH2:31][CH2:30]1.[Cl-].[NH4+]. Product: [CH:29]1([CH2:28][N:22]2[CH2:21][CH2:20][N:16]3[C:17]4[CH:18]=[CH:19][C:11]([O:10][CH:7]5[CH2:8][CH2:9][N:4]([CH:1]([CH3:3])[CH3:2])[CH2:5][CH2:6]5)=[CH:12][C:13]=4[CH:14]=[C:15]3[C:23]2=[O:24])[CH2:31][CH2:30]1. (5) Reactant: [CH3:1][C:2]1[CH:3]=[C:4]2[C:8](=[CH:9][CH:10]=1)[NH:7][CH:6]=[CH:5]2.[C:11](Cl)(=[O:15])[C:12](Cl)=[O:13].C(Cl)Cl.[CH3:20][O-:21].[Na+].CO. Product: [CH3:1][C:2]1[CH:3]=[C:4]2[C:8](=[CH:9][CH:10]=1)[NH:7][CH:6]=[C:5]2[C:11](=[O:15])[C:12]([O:21][CH3:20])=[O:13]. The catalyst class is: 27. (6) Reactant: [OH:1][C:2]1[CH:10]=[CH:9][CH:8]=[C:4]([C:5]([OH:7])=[O:6])[C:3]=1[NH2:11].[CH3:12][C:13]1[CH:21]=[CH:20][C:16]([C:17](Cl)=O)=[CH:15][CH:14]=1.N1C=CC=CC=1.Cl.CC1C=CC(S(O)(=O)=O)=CC=1. Product: [C:13]1([CH3:12])[CH:21]=[CH:20][C:16]([C:17]2[O:1][C:2]3[C:3](=[C:4]([C:5]([OH:7])=[O:6])[CH:8]=[CH:9][CH:10]=3)[N:11]=2)=[CH:15][CH:14]=1. The catalyst class is: 727. (7) Reactant: [CH3:1][N:2]([CH3:16])[C:3](=[O:15])[C@@H:4]([CH2:12][O:13][CH3:14])[NH:5][C:6]1[CH2:10][S:9][C:8](=[O:11])[N:7]=1.[F:17][C:18]([F:39])([F:38])[C:19]1[CH:33]=[C:32]([C:34]([F:37])([F:36])[F:35])[CH:31]=[CH:30][C:20]=1[CH2:21][N:22]1[CH2:27][CH2:26][CH:25]([CH:28]=O)[CH2:24][CH2:23]1.C([O-])(=O)C.[NH2+]1CCCCC1. Product: [F:39][C:18]([F:17])([F:38])[C:19]1[CH:33]=[C:32]([C:34]([F:37])([F:36])[F:35])[CH:31]=[CH:30][C:20]=1[CH2:21][N:22]1[CH2:27][CH2:26][CH:25](/[CH:28]=[C:10]2/[C:6]([NH:5][C@@H:4]([C:3]([N:2]([CH3:1])[CH3:16])=[O:15])[CH2:12][O:13][CH3:14])=[N:7][C:8](=[O:11])[S:9]/2)[CH2:24][CH2:23]1. The catalyst class is: 41. (8) Reactant: [C:1](N)(=[O:4])[CH:2]=[CH2:3].C(OC(OCC)C([C:12]1[CH:17]=[CH:16][CH:15]=[CH:14][CH:13]=1)=O)C.[CH2:31]=[CH:30][C:28](NCN[C:28]([CH:30]=[CH2:31])=[O:29])=[O:29].CS(C)=O.[C:36](N)(=[O:39])C=C.C=CC(NCNC(C=C)=O)=[O:44]. Product: [CH3:12][CH2:17][CH2:16][C:15]1[CH:14]=[CH:13][C:1]2[O:4][C:30]([C:28]([OH:29])=[O:44])=[CH:31][C:36](=[O:39])[C:2]=2[CH:3]=1. The catalyst class is: 6.